This data is from Reaction yield outcomes from USPTO patents with 853,638 reactions. The task is: Predict the reaction yield, written as a fraction of the theoretical maximum amount of product (1.0 means a 100% yield; for example, 0.34 means a 34% yield). (1) The reactants are [H-].[Na+].[NH2:3][C:4]1[N:9]([CH3:10])[C:8](=[O:11])[NH:7][C:6](=[O:12])[CH:5]=1.[C:13]([O:16][C@H:17]([CH3:23])[CH2:18][CH2:19][CH2:20][CH2:21]Cl)(=[O:15])[CH3:14].[Cl-].[Na+]. The catalyst is CS(C)=O. The product is [C:13]([O:16][C@H:17]([CH3:23])[CH2:18][CH2:19][CH2:20][CH2:21][N:7]1[C:6](=[O:12])[CH:5]=[C:4]([NH2:3])[N:9]([CH3:10])[C:8]1=[O:11])(=[O:15])[CH3:14]. The yield is 0.780. (2) The reactants are C(OC(=O)[NH:7][CH2:8][C:9]1[CH:10]=[C:11]([C:15]2[CH:20]=[CH:19][CH:18]=[C:17]([CH2:21][NH:22][C:23]3[N:28]=[C:27]([N:29]4[CH2:35][CH2:34][C:33]5[N:36]=[CH:37][NH:38][C:32]=5[CH2:31][CH2:30]4)[C:26]([N+:39]([O-:41])=[O:40])=[CH:25][N:24]=3)[C:16]=2[CH3:42])[CH:12]=[CH:13][CH:14]=1)(C)(C)C.Cl.O1CCOCC1. The catalyst is ClCCl. The product is [NH2:7][CH2:8][C:9]1[CH:10]=[C:11]([C:15]2[CH:20]=[CH:19][CH:18]=[C:17]([CH2:21][NH:22][C:23]3[N:28]=[C:27]([N:29]4[CH2:35][CH2:34][C:33]5[N:36]=[CH:37][NH:38][C:32]=5[CH2:31][CH2:30]4)[C:26]([N+:39]([O-:41])=[O:40])=[CH:25][N:24]=3)[C:16]=2[CH3:42])[CH:12]=[CH:13][CH:14]=1. The yield is 0.850. (3) The reactants are [C:1]1([C:14]2[CH:19]=[CH:18][CH:17]=[CH:16][CH:15]=2)[CH:6]=[CH:5][C:4]([NH:7][C:8](=[O:13])[CH2:9][C:10]([OH:12])=O)=[CH:3][CH:2]=1.CCN(C(C)C)C(C)C.C1C=CC2N(O)N=NC=2C=1.CCN=C=NCCCN(C)C.Cl.Cl.[Br:52][C:53]1[CH:58]=[CH:57][CH:56]=[CH:55][C:54]=1[S:59][CH:60]1[CH2:65][CH2:64][NH:63][CH2:62][CH2:61]1. The catalyst is CN(C=O)C.O. The product is [C:1]1([C:14]2[CH:19]=[CH:18][CH:17]=[CH:16][CH:15]=2)[CH:2]=[CH:3][C:4]([NH:7][C:8](=[O:13])[CH2:9][C:10]([N:63]2[CH2:62][CH2:61][CH:60]([S:59][C:54]3[CH:55]=[CH:56][CH:57]=[CH:58][C:53]=3[Br:52])[CH2:65][CH2:64]2)=[O:12])=[CH:5][CH:6]=1. The yield is 0.510. (4) The reactants are [CH3:1][O:2][C:3](=[O:30])[CH:4]([N:15](C(OC(C)(C)C)=O)C(OC(C)(C)C)=O)[CH2:5][N:6]1[CH2:11][CH2:10][C:9]2[NH:12][N:13]=[CH:14][C:8]=2[CH2:7]1.FC(F)(F)C(O)=O. The catalyst is C(Cl)Cl. The product is [CH3:1][O:2][C:3](=[O:30])[CH:4]([NH2:15])[CH2:5][N:6]1[CH2:11][CH2:10][C:9]2[NH:12][N:13]=[CH:14][C:8]=2[CH2:7]1. The yield is 0.950. (5) The reactants are [H-].[Na+].[OH:3][C@H:4]1[CH2:9][CH2:8][CH2:7][N:6]([C:10]([O:12][C:13]([CH3:16])([CH3:15])[CH3:14])=[O:11])[CH2:5]1.Cl[C:18]1[CH:23]=[CH:22][N:21]=[CH:20][C:19]=1[N+:24]([O-:26])=[O:25]. The catalyst is C1COCC1. The product is [N+:24]([C:19]1[CH:20]=[N:21][CH:22]=[CH:23][C:18]=1[O:3][C@H:4]1[CH2:9][CH2:8][CH2:7][N:6]([C:10]([O:12][C:13]([CH3:16])([CH3:15])[CH3:14])=[O:11])[CH2:5]1)([O-:26])=[O:25]. The yield is 0.870. (6) The reactants are [CH3:1][S:2]([C:5]1[CH:6]=[C:7]([C:11]2[CH:16]=[CH:15][C:14]([C:17]3[N:21]([CH2:22][C:23]([OH:25])=[O:24])[N:20]=[C:19]([C:26]([F:29])([F:28])[F:27])[CH:18]=3)=[CH:13][CH:12]=2)[CH:8]=[CH:9][CH:10]=1)(=[O:4])=[O:3].Cl[CH2:31][S:32][CH3:33].C(=O)([O-])[O-].[K+].[K+]. The catalyst is CN(C=O)C.O. The product is [CH3:1][S:2]([C:5]1[CH:6]=[C:7]([C:11]2[CH:16]=[CH:15][C:14]([C:17]3[N:21]([CH2:22][C:23]([O:25][CH2:31][S:32][CH3:33])=[O:24])[N:20]=[C:19]([C:26]([F:29])([F:27])[F:28])[CH:18]=3)=[CH:13][CH:12]=2)[CH:8]=[CH:9][CH:10]=1)(=[O:3])=[O:4]. The yield is 0.0700. (7) The reactants are Cl.Cl.[NH:3]1[CH2:8][CH2:7][CH:6]([O:9][C:10]2[CH:25]=[CH:24][C:13]([O:14][CH2:15][CH2:16][CH2:17][N:18]3[CH2:23][CH2:22][CH2:21][CH2:20][CH2:19]3)=[CH:12][CH:11]=2)[CH2:5][CH2:4]1.[Cl:26]CCl.[CH:29]1([C:33](Cl)=[O:34])[CH2:32][CH2:31][CH2:30]1. The catalyst is C(N(CC)CC)C. The product is [ClH:26].[CH:29]1([C:33]([N:3]2[CH2:4][CH2:5][CH:6]([O:9][C:10]3[CH:11]=[CH:12][C:13]([O:14][CH2:15][CH2:16][CH2:17][N:18]4[CH2:23][CH2:22][CH2:21][CH2:20][CH2:19]4)=[CH:24][CH:25]=3)[CH2:7][CH2:8]2)=[O:34])[CH2:32][CH2:31][CH2:30]1. The yield is 0.640. (8) The reactants are Br[C:2]#[N:3].N1C=CN=C1.[CH:9]1[C:18]2[C:13](=[CH:14][C:15]([C:19]([NH:21][NH2:22])=[O:20])=[CH:16][CH:17]=2)[CH:12]=[CH:11][N:10]=1. The catalyst is C(Cl)Cl.C1COCC1. The product is [CH:9]1[C:18]2[C:13](=[CH:14][C:15]([C:19]3[O:20][C:2]([NH2:3])=[N:22][N:21]=3)=[CH:16][CH:17]=2)[CH:12]=[CH:11][N:10]=1. The yield is 0.960. (9) The reactants are [Cl:1][C:2]1[CH:7]=[CH:6][CH:5]=[CH:4][C:3]=1[C:8]1[NH:9][C:10]([CH3:20])=[C:11]([C:13]([O:15][C:16]([CH3:19])([CH3:18])[CH3:17])=[O:14])[N:12]=1.F[C:22]1[CH:27]=[CH:26][C:25]([N+:28]([O-:30])=[O:29])=[CH:24][CH:23]=1.C(=O)([O-])[O-].[K+].[K+]. The catalyst is CN(C=O)C.O. The product is [Cl:1][C:2]1[CH:7]=[CH:6][CH:5]=[CH:4][C:3]=1[C:8]1[N:9]([C:22]2[CH:27]=[CH:26][C:25]([N+:28]([O-:30])=[O:29])=[CH:24][CH:23]=2)[C:10]([CH3:20])=[C:11]([C:13]([O:15][C:16]([CH3:17])([CH3:19])[CH3:18])=[O:14])[N:12]=1. The yield is 0.730.